Task: Predict the reaction yield, written as a fraction of the theoretical maximum amount of product (1.0 means a 100% yield; for example, 0.34 means a 34% yield).. Dataset: Reaction yield outcomes from USPTO patents with 853,638 reactions (1) The reactants are [CH3:1][CH:2]1[CH2:7][CH2:6][N:5]([C:8]([O:10][CH2:11][C:12]2[CH:17]=[CH:16][CH:15]=[CH:14][CH:13]=2)=[O:9])[CH2:4][CH:3]1[C:18]1[N:22]2[C:23]3[CH:29]=[CH:28][N:27](S(C4C=CC(C)=CC=4)(=O)=O)[C:24]=3[N:25]=[CH:26][C:21]2=[N:20][CH:19]=1.[OH-].[Na+]. The catalyst is O1CCOCC1. The product is [CH:29]1[C:23]2[N:22]3[C:18]([CH:3]4[CH:2]([CH3:1])[CH2:7][CH2:6][N:5]([C:8]([O:10][CH2:11][C:12]5[CH:17]=[CH:16][CH:15]=[CH:14][CH:13]=5)=[O:9])[CH2:4]4)=[CH:19][N:20]=[C:21]3[CH:26]=[N:25][C:24]=2[NH:27][CH:28]=1. The yield is 0.830. (2) The reactants are Cl.C(N=C=NCCCN(C)C)C.[F:13][C:14]1[CH:15]=[C:16]([N:21]2[CH2:25][CH2:24][CH2:23][CH:22]2[C:26]2[CH:27]=[C:28]([C:43]([OH:45])=O)[CH:29]=[C:30]3[C:35]=2[O:34][C:33]([N:36]2[CH2:41][CH2:40][O:39][CH2:38][CH2:37]2)=[CH:32][C:31]3=[O:42])[CH:17]=[C:18]([F:20])[CH:19]=1.OC1C=CC=C[N+]=1[O-].[NH:54]1[CH2:59][CH2:58][O:57][CH2:56][CH2:55]1. The catalyst is C(Cl)Cl. The product is [F:20][C:18]1[CH:17]=[C:16]([N:21]2[CH2:25][CH2:24][CH2:23][CH:22]2[C:26]2[CH:27]=[C:28]([C:43]([N:54]3[CH2:59][CH2:58][O:57][CH2:56][CH2:55]3)=[O:45])[CH:29]=[C:30]3[C:35]=2[O:34][C:33]([N:36]2[CH2:37][CH2:38][O:39][CH2:40][CH2:41]2)=[CH:32][C:31]3=[O:42])[CH:15]=[C:14]([F:13])[CH:19]=1. The yield is 0.593. (3) The reactants are [C:1]([C:4]1[N:9]=[C:8]([C:10]2[CH2:15][CH2:14]C(C)(C)[CH2:12][CH:11]=2)[C:7]([NH:18][C:19]([C:21]2[NH:22][C:23]([C:26]#[N:27])=[CH:24][N:25]=2)=[O:20])=[CH:6][CH:5]=1)(=[O:3])[CH3:2].[CH3:28][Mg]Br.[CH2:31]1[CH2:35]OC[CH2:32]1. No catalyst specified. The product is [CH3:32][CH:31]1[CH2:35][CH2:14][CH2:15][C:10]([C:8]2[C:7]([NH:18][C:19]([C:21]3[NH:22][C:23]([C:26]#[N:27])=[CH:24][N:25]=3)=[O:20])=[CH:6][CH:5]=[C:4]([C:1]([OH:3])([CH3:28])[CH3:2])[N:9]=2)=[C:11]1[CH3:12]. The yield is 0.430. (4) The reactants are [Br:1][C:2]1[CH:3]=[C:4]([C:11]([N:13]2[CH2:18][CH2:17][O:16][C:15]3[N:19]=[CH:20][C:21]([C:23]4[C:32]5[C:27](=[CH:28][CH:29]=[CH:30][CH:31]=5)[CH:26]=[N:25][CH:24]=4)=[CH:22][C:14]2=3)=[O:12])[CH:5]=[C:6]([Br:10])[C:7]=1[O:8]C.B(Br)(Br)Br.[OH-].[Na+]. The catalyst is ClCCl. The product is [Br:1][C:2]1[CH:3]=[C:4]([C:11]([N:13]2[CH2:18][CH2:17][O:16][C:15]3[N:19]=[CH:20][C:21]([C:23]4[C:32]5[C:27](=[CH:28][CH:29]=[CH:30][CH:31]=5)[CH:26]=[N:25][CH:24]=4)=[CH:22][C:14]2=3)=[O:12])[CH:5]=[C:6]([Br:10])[C:7]=1[OH:8]. The yield is 0.270. (5) The reactants are [NH2:1][C:2]1[CH:7]=[CH:6][CH:5]=[CH:4][C:3]=1[C:8]#[C:9][C:10]1[C:11]([O:20][CH3:21])=[CH:12][C:13]([O:18][CH3:19])=[C:14]([CH:17]=1)[CH:15]=[O:16].[BH4-].[Na+]. The catalyst is C1COCC1.CO. The product is [NH2:1][C:2]1[CH:7]=[CH:6][CH:5]=[CH:4][C:3]=1[C:8]#[C:9][C:10]1[C:11]([O:20][CH3:21])=[CH:12][C:13]([O:18][CH3:19])=[C:14]([CH2:15][OH:16])[CH:17]=1. The yield is 0.923. (6) The reactants are [CH3:1][O:2][C:3]([C:5]1[CH:10]=[CH:9][C:8]([CH:11]([C:13]2[CH:18]=[CH:17][N:16]=[CH:15][C:14]=2[O:19]COC)[OH:12])=[CH:7][CH:6]=1)=[O:4].[ClH:23]. The catalyst is CO. The yield is 0.810. The product is [ClH:23].[CH3:1][O:2][C:3]([C:5]1[CH:6]=[CH:7][C:8]([CH:11]([C:13]2[CH:18]=[CH:17][N:16]=[CH:15][C:14]=2[OH:19])[OH:12])=[CH:9][CH:10]=1)=[O:4]. (7) The reactants are F[C:2]1[CH:7]=[CH:6][C:5]([N+:8]([O-:10])=[O:9])=[CH:4][C:3]=1[N:11]1[C:15](=[O:16])[N:14]([CH3:17])[N:13]=[N:12]1.[O:18]1[CH2:21][CH:20]([N:22]2[CH2:27][CH2:26][NH:25][CH2:24][CH2:23]2)[CH2:19]1.C([O-])([O-])=O.[K+].[K+]. The catalyst is CN(C=O)C.CCOC(C)=O. The product is [CH3:17][N:14]1[C:15](=[O:16])[N:11]([C:3]2[CH:4]=[C:5]([N+:8]([O-:10])=[O:9])[CH:6]=[CH:7][C:2]=2[N:25]2[CH2:26][CH2:27][N:22]([CH:20]3[CH2:21][O:18][CH2:19]3)[CH2:23][CH2:24]2)[N:12]=[N:13]1. The yield is 0.500. (8) The reactants are [NH2:1][C:2]1[S:3][C:4]([CH:11]([CH3:13])[CH3:12])=[CH:5][C:6]=1[C:7]([O:9]C)=O.ClC(Cl)(O[C:18](=[O:24])OC(Cl)(Cl)Cl)Cl.C(N(CC)CC)C.[C:33]1([CH2:39][CH2:40][NH2:41])[CH:38]=[CH:37][CH:36]=[CH:35][CH:34]=1. The catalyst is C(Cl)Cl. The product is [CH:11]([C:4]1[S:3][C:2]2[NH:1][C:18](=[O:24])[N:41]([CH2:40][CH2:39][C:33]3[CH:38]=[CH:37][CH:36]=[CH:35][CH:34]=3)[C:7](=[O:9])[C:6]=2[CH:5]=1)([CH3:13])[CH3:12]. The yield is 0.540. (9) The reactants are [CH3:1][C:2]1[N:7]=[C:6]2[O:8][C:9]3[C:14](B4OC(C)(C)C(C)(C)O4)=[CH:13][C:12]([CH3:24])=[CH:11][C:10]=3[C:5]2=[CH:4][CH:3]=1.Cl[C:26]1[CH:35]=[CH:34][C:33]2[C:28](=[CH:29][CH:30]=[CH:31][C:32]=2[Cl:36])[N:27]=1.C([O-])([O-])=O.[K+].[K+]. The catalyst is C1(C)C=CC=CC=1.O.C1C=CC([P]([Pd]([P](C2C=CC=CC=2)(C2C=CC=CC=2)C2C=CC=CC=2)([P](C2C=CC=CC=2)(C2C=CC=CC=2)C2C=CC=CC=2)[P](C2C=CC=CC=2)(C2C=CC=CC=2)C2C=CC=CC=2)(C2C=CC=CC=2)C2C=CC=CC=2)=CC=1. The yield is 0.770. The product is [Cl:36][C:32]1[CH:31]=[CH:30][CH:29]=[C:28]2[C:33]=1[CH:34]=[CH:35][C:26]([C:14]1[C:9]3[O:8][C:6]4[C:5]([C:10]=3[CH:11]=[C:12]([CH3:24])[CH:13]=1)=[CH:4][CH:3]=[C:2]([CH3:1])[N:7]=4)=[N:27]2. (10) The catalyst is C1COCC1.ClCCl. The yield is 0.110. The product is [Cl:26][C:25]1[N:11]2[CH:12]=[C:13]([C:20]3[O:21][CH:22]=[CH:23][CH:24]=3)[CH:14]=[C:15]([C:16]([F:19])([F:17])[F:18])[C:10]2=[N:9][C:8]=1[NH:7][C:6](=[O:27])[CH2:36][C:30]1[CH:35]=[CH:34][CH:33]=[CH:32][CH:31]=1. The reactants are C(O[C:6](=[O:27])[NH:7][C:8]1[N:9]=[C:10]2[C:15]([C:16]([F:19])([F:18])[F:17])=[CH:14][C:13]([C:20]3[O:21][CH:22]=[CH:23][CH:24]=3)=[CH:12][N:11]2[C:25]=1[Cl:26])(C)(C)C.[H-].[Na+].[C:30]1([CH2:36]C(Cl)=O)[CH:35]=[CH:34][CH:33]=[CH:32][CH:31]=1.FC(F)(F)C(O)=O.